From a dataset of Peptide-MHC class II binding affinity with 134,281 pairs from IEDB. Regression. Given a peptide amino acid sequence and an MHC pseudo amino acid sequence, predict their binding affinity value. This is MHC class II binding data. (1) The peptide sequence is FWAVRGGGGESFGIV. The MHC is HLA-DQA10301-DQB10302 with pseudo-sequence HLA-DQA10301-DQB10302. The binding affinity (normalized) is 0.0682. (2) The peptide sequence is VCGMFTNRSGSQQWR. The MHC is HLA-DPA10301-DPB10402 with pseudo-sequence HLA-DPA10301-DPB10402. The binding affinity (normalized) is 0.